Dataset: Catalyst prediction with 721,799 reactions and 888 catalyst types from USPTO. Task: Predict which catalyst facilitates the given reaction. Reactant: [CH3:1][C:2]1[N:3]([CH2:21][C:22]2[CH:23]=[C:24]([CH:28]=[CH:29][CH:30]=2)[C:25](O)=[O:26])[C:4]2[C:9]([CH:10]=1)=[CH:8][C:7]([C:11]([OH:20])([C:16]([F:19])([F:18])[F:17])[C:12]([F:15])([F:14])[F:13])=[CH:6][CH:5]=2.Cl.[CH3:32][NH:33][CH3:34].CN1CCOCC1.C1C=CC2N(O)N=NC=2C=1.CCN=C=NCCCN(C)C.Cl. Product: [CH3:32][N:33]([CH3:34])[C:25](=[O:26])[C:24]1[CH:28]=[CH:29][CH:30]=[C:22]([CH2:21][N:3]2[C:4]3[C:9](=[CH:8][C:7]([C:11]([OH:20])([C:16]([F:19])([F:18])[F:17])[C:12]([F:13])([F:14])[F:15])=[CH:6][CH:5]=3)[CH:10]=[C:2]2[CH3:1])[CH:23]=1. The catalyst class is: 1.